This data is from Reaction yield outcomes from USPTO patents with 853,638 reactions. The task is: Predict the reaction yield, written as a fraction of the theoretical maximum amount of product (1.0 means a 100% yield; for example, 0.34 means a 34% yield). (1) The reactants are F[C:2]1[CH:3]=[C:4]([CH3:11])[CH:5]=[CH:6][C:7]=1[N+:8]([O-:10])=[O:9].[Br:12][C:13]1[CH:20]=[CH:19][C:16]([CH2:17][NH2:18])=[CH:15][CH:14]=1. The catalyst is CCO. The product is [Br:12][C:13]1[CH:20]=[CH:19][C:16]([CH2:17][NH:18][C:2]2[CH:3]=[C:4]([CH3:11])[CH:5]=[CH:6][C:7]=2[N+:8]([O-:10])=[O:9])=[CH:15][CH:14]=1. The yield is 0.720. (2) The product is [NH:17]1[C:16]([C:12]2[CH:11]=[C:10]3[C:15](=[CH:14][CH:13]=2)[NH:7][N:8]=[C:9]3[C:40]2[CH:41]=[C:42]([C:43]([NH:57][CH2:56][CH:53]3[CH2:55][CH2:54]3)=[O:45])[CH:47]=[CH:48][CH:49]=2)=[N:20][CH:19]=[N:18]1. The yield is 0.530. The reactants are O1CCCCC1[N:7]1[C:15]2[C:10](=[CH:11][C:12]([C:16]3[N:20]=[CH:19][N:18](C(C4C=CC=CC=4)(C4C=CC=CC=4)C4C=CC=CC=4)[N:17]=3)=[CH:13][CH:14]=2)[C:9]([C:40]2[CH:41]=[C:42]([CH:47]=[CH:48][CH:49]=2)[C:43]([O:45]C)=O)=[N:8]1.O.[OH-].[Li+].[CH:53]1([CH2:56][NH2:57])[CH2:55][CH2:54]1.O.ON1C2C=CC=CC=2N=N1.Cl.CN(C)CCCN=C=NCC. The catalyst is O1CCCC1.O1CCCC1.O. (3) The catalyst is C(Cl)Cl. The yield is 0.900. The reactants are C(O)(C(F)(F)F)=O.[Cl:8][C:9]1[CH:10]=[CH:11][C:12]([O:41][CH3:42])=[C:13]([C:15]2[C:19]([NH:20][C:21]([C:23]3[C:24]([NH:32]C(=O)OC(C)(C)C)=[N:25][N:26]4[CH:31]=[CH:30][CH:29]=[N:28][C:27]=34)=[O:22])=[CH:18][N:17]([CH3:40])[N:16]=2)[CH:14]=1. The product is [NH2:32][C:24]1[C:23]([C:21]([NH:20][C:19]2[C:15]([C:13]3[CH:14]=[C:9]([Cl:8])[CH:10]=[CH:11][C:12]=3[O:41][CH3:42])=[N:16][N:17]([CH3:40])[CH:18]=2)=[O:22])=[C:27]2[N:28]=[CH:29][CH:30]=[CH:31][N:26]2[N:25]=1.